Dataset: Forward reaction prediction with 1.9M reactions from USPTO patents (1976-2016). Task: Predict the product of the given reaction. (1) Given the reactants [N:1]1([C:5]([C:7]2[CH:28]=[CH:27][C:10]([O:11][C:12]3[CH:13]=[C:14]([CH:19]=[C:20]([O:22][C@@H:23]([CH3:26])[CH2:24][OH:25])[CH:21]=3)[C:15]([O:17]C)=[O:16])=[C:9]([F:29])[CH:8]=2)=[O:6])[CH2:4][CH2:3][CH2:2]1.[OH-].[Li+], predict the reaction product. The product is: [N:1]1([C:5]([C:7]2[CH:28]=[CH:27][C:10]([O:11][C:12]3[CH:13]=[C:14]([CH:19]=[C:20]([O:22][C@@H:23]([CH3:26])[CH2:24][OH:25])[CH:21]=3)[C:15]([OH:17])=[O:16])=[C:9]([F:29])[CH:8]=2)=[O:6])[CH2:4][CH2:3][CH2:2]1. (2) Given the reactants C(OC(=O)[NH:10][C:11]1[C:12]([C:28]([NH:30][C:31]2[CH:32]=[N:33][CH:34]=[CH:35][C:36]=2[N:37]2[CH2:42][C@H:41]([CH3:43])[C@@H:40]([O:44][Si:45]([C:48]([CH3:51])([CH3:50])[CH3:49])([CH3:47])[CH3:46])[C@H:39]([NH:52][C:53]([O:55][C:56]([CH3:59])([CH3:58])[CH3:57])=[O:54])[CH2:38]2)=[O:29])=[N:13][C:14]2[C:19]([CH:20]=1)=[CH:18][CH:17]=[C:16]([C:21]1[CH2:22][CH2:23][N:24]([CH3:27])[CH2:25][CH:26]=1)[CH:15]=2)C1C=CC=CC=1.[H][H], predict the reaction product. The product is: [NH2:10][C:11]1[C:12]([C:28]([NH:30][C:31]2[CH:32]=[N:33][CH:34]=[CH:35][C:36]=2[N:37]2[CH2:42][C@H:41]([CH3:43])[C@@H:40]([O:44][Si:45]([C:48]([CH3:51])([CH3:49])[CH3:50])([CH3:47])[CH3:46])[C@H:39]([NH:52][C:53](=[O:54])[O:55][C:56]([CH3:59])([CH3:58])[CH3:57])[CH2:38]2)=[O:29])=[N:13][C:14]2[C:19]([CH:20]=1)=[CH:18][CH:17]=[C:16]([CH:21]1[CH2:26][CH2:25][N:24]([CH3:27])[CH2:23][CH2:22]1)[CH:15]=2.